Dataset: Reaction yield outcomes from USPTO patents with 853,638 reactions. Task: Predict the reaction yield, written as a fraction of the theoretical maximum amount of product (1.0 means a 100% yield; for example, 0.34 means a 34% yield). (1) The reactants are [CH2:1]([O:8][C:9]1[C:10]([C:23](O)=[O:24])=[N:11][CH:12]=[C:13]([O:15][CH2:16][C:17]2[CH:22]=[CH:21][CH:20]=[CH:19][CH:18]=2)[CH:14]=1)[C:2]1[CH:7]=[CH:6][CH:5]=[CH:4][CH:3]=1.[CH3:26]N(C)CCCN=C=NCC.ON1C2C=CC=CC=2N=N1.[NH2:47][C:48]([CH3:53])([CH3:52])[C:49]([OH:51])=[O:50].C(N(C(C)C)CC)(C)C. The catalyst is CN(C=O)C. The product is [CH3:26][O:50][C:49](=[O:51])[C:48]([NH:47][C:23]([C:10]1[C:9]([O:8][CH2:1][C:2]2[CH:7]=[CH:6][CH:5]=[CH:4][CH:3]=2)=[CH:14][C:13]([O:15][CH2:16][C:17]2[CH:18]=[CH:19][CH:20]=[CH:21][CH:22]=2)=[CH:12][N:11]=1)=[O:24])([CH3:53])[CH3:52]. The yield is 0.450. (2) The reactants are I[C:2]1[C:3]([C:24]2[CH:29]=[CH:28][N:27]=[CH:26][CH:25]=2)=[N:4][N:5]2[C:10]([CH:11]3[CH2:17][CH:16]4[N:18]([C:19]([O:21][CH2:22][CH3:23])=[O:20])[CH:13]([CH2:14][CH2:15]4)[CH2:12]3)=[CH:9][CH:8]=[N:7][C:6]=12.C(=O)([O-])[O-].[Na+].[Na+].[CH2:36]([CH2:39][O:40][CH3:41])OC. No catalyst specified. The product is [CH2:22]([O:21][C:19]([N:18]1[CH:13]2[CH2:14][CH2:15][CH:16]1[CH2:17][CH:11]([C:10]1[N:5]3[N:4]=[C:3]([C:24]4[CH:25]=[CH:26][N:27]=[CH:28][CH:29]=4)[C:2]([C:6]4[CH:2]=[CH:3][C:24]([CH3:25])=[C:39]([O:40][CH3:41])[CH:36]=4)=[C:6]3[N:7]=[CH:8][CH:9]=1)[CH2:12]2)=[O:20])[CH3:23]. The yield is 0.680. (3) The reactants are [P:1]([O:39]C)([O:37]C)([O:3][CH2:4][CH2:5][C@@H:6]([NH:23][C:24]([C:26]1[CH:31]=[CH:30][C:29]([O:32][CH:33]([CH3:35])[CH3:34])=[C:28]([Cl:36])[CH:27]=1)=[O:25])[CH2:7][C:8]1[CH:13]=[CH:12][C:11]([C:14]2[N:15]=[C:16]([C:20](=[O:22])[CH3:21])[N:17]([CH3:19])[CH:18]=2)=[CH:10][CH:9]=1)=[O:2]. The catalyst is Br.CC(O)=O. The product is [P:1]([OH:37])([OH:39])([O:3][CH2:4][CH2:5][C@@H:6]([NH:23][C:24]([C:26]1[CH:31]=[CH:30][C:29]([O:32][CH:33]([CH3:35])[CH3:34])=[C:28]([Cl:36])[CH:27]=1)=[O:25])[CH2:7][C:8]1[CH:13]=[CH:12][C:11]([C:14]2[N:15]=[C:16]([C:20](=[O:22])[CH3:21])[N:17]([CH3:19])[CH:18]=2)=[CH:10][CH:9]=1)=[O:2]. The yield is 0.190.